From a dataset of Full USPTO retrosynthesis dataset with 1.9M reactions from patents (1976-2016). Predict the reactants needed to synthesize the given product. (1) Given the product [OH:3][CH:4]([CH2:5][CH2:6][CH2:7][B:2]1[O:23][C@:22]2([CH3:28])[C@@H:17]([C@@H:18]3[CH2:24][C@H:20]([CH2:21]2)[C:19]3([CH3:25])[CH3:26])[O:27]1)[CH2:8][C:9]([O:11][C:12]([CH3:15])([CH3:14])[CH3:13])=[O:10], predict the reactants needed to synthesize it. The reactants are: O[B:2]1[CH2:7][CH2:6][CH2:5][CH:4]([CH2:8][C:9]([O:11][C:12]([CH3:15])([CH3:14])[CH3:13])=[O:10])[O:3]1.C[C@@:17]1([OH:27])[C@H:22]([OH:23])[CH2:21][C@@H:20]2[CH2:24][C@H:18]1[C:19]2([CH3:26])[CH3:25].[CH2:28]1COCC1. (2) Given the product [ClH:30].[NH2:14][CH:15]([C@H:21]([CH3:29])[CH2:22][CH:23]([CH3:28])[CH2:24][CH2:25][CH:26]=[CH2:27])[C:16]([O:18][CH2:19][CH3:20])=[O:17], predict the reactants needed to synthesize it. The reactants are: C1(C(=[N:14][CH:15]([C@H:21]([CH3:29])[CH2:22][CH:23]([CH3:28])[CH2:24][CH2:25][CH:26]=[CH2:27])[C:16]([O:18][CH2:19][CH3:20])=[O:17])C2C=CC=CC=2)C=CC=CC=1.[ClH:30]. (3) Given the product [CH:9]1([CH2:12][CH2:13][NH:14][C:29](=[O:30])[C:28]2[CH:33]=[CH:34][N:35]=[C:26]([N:23]3[CH2:24][CH2:25][N:21]([CH2:20][C:19]4[CH:18]=[CH:17][C:16]([F:15])=[CH:38][CH:37]=4)[C:22]3=[O:36])[CH:27]=2)[CH2:11][CH2:10]1, predict the reactants needed to synthesize it. The reactants are: C(N)C1C=CC=CC=1.[CH:9]1([CH2:12][CH2:13][NH2:14])[CH2:11][CH2:10]1.[F:15][C:16]1[CH:38]=[CH:37][C:19]([CH2:20][N:21]2[CH2:25][CH2:24][N:23]([C:26]3[CH:27]=[C:28]([CH:33]=[CH:34][N:35]=3)[C:29](OC)=[O:30])[C:22]2=[O:36])=[CH:18][CH:17]=1. (4) The reactants are: Cl[C:2]1[C:3]2[CH:10]=[CH:9][N:8]([CH:11]3[CH2:16][CH2:15][N:14]([C:17]([O:19][C:20]([CH3:23])([CH3:22])[CH3:21])=[O:18])[CH2:13][CH2:12]3)[C:4]=2[N:5]=[CH:6][N:7]=1.C1N2CCN(CC2)C1.C(=O)([O-])[O-:33].[K+].[K+].O1CCOCC1. Given the product [O:33]=[C:2]1[NH:7][CH:6]=[N:5][C:4]2[N:8]([CH:11]3[CH2:16][CH2:15][N:14]([C:17]([O:19][C:20]([CH3:23])([CH3:22])[CH3:21])=[O:18])[CH2:13][CH2:12]3)[CH:9]=[CH:10][C:3]1=2, predict the reactants needed to synthesize it.